From a dataset of Full USPTO retrosynthesis dataset with 1.9M reactions from patents (1976-2016). Predict the reactants needed to synthesize the given product. (1) The reactants are: [CH:1]1([C:4]2[CH:5]=[CH:6][C:7]([C:18]([OH:20])=O)=[N:8][C:9]=2[CH2:10][C:11]2[CH:16]=[CH:15][C:14]([F:17])=[CH:13][CH:12]=2)[CH2:3][CH2:2]1.[CH3:21][C:22]1([CH3:27])[CH2:26][O:25][CH2:24][NH:23]1.CN(C(ON1N=NC2C=CC=CC1=2)=[N+](C)C)C.[B-](F)(F)(F)F.CCN(C(C)C)C(C)C. Given the product [CH:1]1([C:4]2[CH:5]=[CH:6][C:7]([C:18]([N:23]3[C:22]([CH3:27])([CH3:21])[CH2:26][O:25][CH2:24]3)=[O:20])=[N:8][C:9]=2[CH2:10][C:11]2[CH:12]=[CH:13][C:14]([F:17])=[CH:15][CH:16]=2)[CH2:2][CH2:3]1, predict the reactants needed to synthesize it. (2) Given the product [Cl:1][C:2]1[CH:3]=[C:4]([N:8]2[N:12]=[N:11][C:10]([CH:13]([O:15][C:22]3[N:23]([CH3:33])[C:24]([C:27]4[CH:32]=[CH:31][CH:30]=[N:29][CH:28]=4)=[N:25][N:26]=3)[CH3:14])=[N:9]2)[CH:5]=[CH:6][CH:7]=1, predict the reactants needed to synthesize it. The reactants are: [Cl:1][C:2]1[CH:3]=[C:4]([N:8]2[N:12]=[N:11][C:10]([CH:13]([OH:15])[CH3:14])=[N:9]2)[CH:5]=[CH:6][CH:7]=1.[H-].[Na+].CS([C:22]1[N:23]([CH3:33])[C:24]([C:27]2[CH:28]=[N:29][CH:30]=[CH:31][CH:32]=2)=[N:25][N:26]=1)(=O)=O. (3) Given the product [F:31][C:3]1[CH:4]=[C:5]([N:8]2[CH:13]=[CH:12][C:11]([O:14][CH:15]3[CH2:16][CH2:17][N:18]([C:21]4[N:26]=[CH:25][C:24]([CH2:27][CH2:28][CH3:29])=[CH:23][N:22]=4)[CH2:19][CH2:20]3)=[CH:10][C:9]2=[O:30])[CH:6]=[CH:7][C:2]=1[NH:1][C:62](=[O:66])[C:55]([CH3:54])([CH3:56])[CH3:58], predict the reactants needed to synthesize it. The reactants are: [NH2:1][C:2]1[CH:7]=[CH:6][C:5]([N:8]2[CH:13]=[CH:12][C:11]([O:14][CH:15]3[CH2:20][CH2:19][N:18]([C:21]4[N:26]=[CH:25][C:24]([CH2:27][CH2:28][CH3:29])=[CH:23][N:22]=4)[CH2:17][CH2:16]3)=[CH:10][C:9]2=[O:30])=[CH:4][C:3]=1[F:31].NC1C=CC(N2C=CC(OC3CCN(C4N=[CH:56][C:55]([CH2:58]CC)=[CH:54]N=4)CC3)=CC2=O)=CC=1.[C:62](Cl)(=[O:66])C(C)C. (4) Given the product [OH:8][N:9]1[C:14]2[N:15]=[CH:16][N:17]=[C:18]([CH3:19])[C:13]=2[C:12]([NH:20][CH2:21][C:22]2[CH:27]=[CH:26][CH:25]=[CH:24][C:23]=2[NH:28][S:29]([CH3:32])(=[O:31])=[O:30])=[CH:11][C:10]1=[O:33], predict the reactants needed to synthesize it. The reactants are: C([O:8][N:9]1[C:14]2[N:15]=[CH:16][N:17]=[C:18]([CH3:19])[C:13]=2[C:12]([NH:20][CH2:21][C:22]2[CH:27]=[CH:26][CH:25]=[CH:24][C:23]=2[NH:28][S:29]([CH3:32])(=[O:31])=[O:30])=[CH:11][C:10]1=[O:33])C1C=CC=CC=1.CO.[H][H]. (5) Given the product [S:1]([OH:5])([OH:4])(=[O:3])=[O:2].[Cl:6][C:7]1[CH:12]=[CH:11][CH:10]=[CH:9][C:8]=1[CH2:13][CH2:14][NH:15][CH2:16][CH2:17][CH2:18][S:19][CH2:20][CH2:21][NH:22][CH2:23][C@@H:24]([C:26]1[C:34]2[S:33][C:32](=[O:35])[NH:31][C:30]=2[C:29]([OH:36])=[CH:28][CH:27]=1)[OH:25], predict the reactants needed to synthesize it. The reactants are: [S:1](=[O:5])(=[O:4])([OH:3])[OH:2].[Cl:6][C:7]1[CH:12]=[CH:11][CH:10]=[CH:9][C:8]=1[CH2:13][CH2:14][NH:15][CH2:16][CH2:17][CH2:18][S:19][CH2:20][CH2:21][NH:22][CH2:23][C@@H:24]([C:26]1[C:34]2[S:33][C:32](=[O:35])[NH:31][C:30]=2[C:29]([OH:36])=[CH:28][CH:27]=1)[OH:25]. (6) Given the product [ClH:39].[CH3:1][C:2]1[C:7]([O:8][C:9]2[C:10]([NH:22][C:23]3[S:27][N:26]=[C:25]([C@H:28]([OH:29])[CH2:32][OH:31])[N:24]=3)=[N:11][CH:12]=[C:13]([S:15][C:16]3[CH:21]=[CH:20][CH:19]=[CH:18][N:17]=3)[CH:14]=2)=[CH:6][CH:5]=[C:4]([CH3:38])[N:3]=1, predict the reactants needed to synthesize it. The reactants are: [CH3:1][C:2]1[C:7]([O:8][C:9]2[C:10]([NH:22][C:23]3[S:27][N:26]=[C:25]([C@H:28]4[CH2:32][O:31]C5(CCCCC5)[O:29]4)[N:24]=3)=[N:11][CH:12]=[C:13]([S:15][C:16]3[CH:21]=[CH:20][CH:19]=[CH:18][N:17]=3)[CH:14]=2)=[CH:6][CH:5]=[C:4]([CH3:38])[N:3]=1.[ClH:39]. (7) Given the product [F:18][C:17]1[C:12]2[N:11]=[C:4]([C:3]3[C:2]([NH2:1])=[N:10][CH:9]=[CH:8][CH:7]=3)[O:6][C:13]=2[CH:14]=[CH:15][CH:16]=1, predict the reactants needed to synthesize it. The reactants are: [NH2:1][C:2]1[N:10]=[CH:9][CH:8]=[CH:7][C:3]=1[C:4]([OH:6])=O.[NH2:11][C:12]1[C:17]([F:18])=[CH:16][CH:15]=[CH:14][C:13]=1O. (8) Given the product [P:1]([O-:5])([OH:4])([OH:3])=[O:2].[K+:6].[P:1]([O-:5])([O-:4])([O-:3])=[O:2], predict the reactants needed to synthesize it. The reactants are: [P:1]([O-:5])([O-:4])([OH:3])=[O:2].[K+:6].[K+]. (9) Given the product [N:1]1[C:10]2[C:5](=[CH:6][C:7]([CH:11]([CH3:15])[C:12]([N:29]=[N+:30]=[N-:31])=[O:13])=[CH:8][CH:9]=2)[CH:4]=[CH:3][CH:2]=1, predict the reactants needed to synthesize it. The reactants are: [N:1]1[C:10]2[C:5](=[CH:6][C:7]([CH:11]([CH3:15])[C:12](O)=[O:13])=[CH:8][CH:9]=2)[CH:4]=[CH:3][CH:2]=1.C(N(CC)CC)C.ClC(OCC)=O.[N-:29]=[N+:30]=[N-:31].[Na+]. (10) Given the product [O:26]=[C:25]1[C:23]2[CH:22]=[CH:21][N:20]=[C:19]3[NH:18][CH:17]=[C:16]([C:24]=23)[CH2:15][N:14]1[CH:11]1[CH2:10][CH2:9][N:8]([C:6]([O:5][C:1]([CH3:2])([CH3:4])[CH3:3])=[O:7])[CH2:13][CH2:12]1, predict the reactants needed to synthesize it. The reactants are: [C:1]([O:5][C:6]([N:8]1[CH2:13][CH2:12][CH:11]([NH:14][CH2:15][C:16]2[C:24]3[C:23]([C:25](O)=[O:26])=[CH:22][CH:21]=[N:20][C:19]=3[NH:18][CH:17]=2)[CH2:10][CH2:9]1)=[O:7])([CH3:4])([CH3:3])[CH3:2].CN(C(ON1N=NC2C=CC=NC1=2)=[N+](C)C)C.F[P-](F)(F)(F)(F)F.N1C=CC=CC=1.